Dataset: Full USPTO retrosynthesis dataset with 1.9M reactions from patents (1976-2016). Task: Predict the reactants needed to synthesize the given product. (1) Given the product [CH2:15]([O:17][C:18](=[O:30])[C:19]([C:28]#[N:29])=[C:20]([C:21]1[CH:26]=[CH:25][CH:24]=[C:23]([Cl:27])[CH:22]=1)[C:4]1[CH:5]=[CH:6][CH:7]=[C:2]([Cl:1])[CH:3]=1)[CH3:16], predict the reactants needed to synthesize it. The reactants are: [Cl:1][C:2]1[CH:3]=[C:4]([Mg]Br)[CH:5]=[CH:6][CH:7]=1.C1COCC1.[CH2:15]([O:17][C:18](=[O:30])/[C:19](/[C:28]#[N:29])=[CH:20]\[C:21]1[CH:26]=[CH:25][CH:24]=[C:23]([Cl:27])[CH:22]=1)[CH3:16].Cl. (2) Given the product [F:20][C:21]1[CH:26]=[CH:25][C:24]([C:27]2[CH:28]=[CH:29][C:30]([C@@H:33]([N:35]3[CH2:40][CH2:39][C@:38]([CH2:47][CH2:48][C:49]([OH:3])=[O:50])([C:41]4[CH:42]=[CH:43][CH:44]=[CH:45][CH:46]=4)[O:37][C:36]3=[O:51])[CH3:34])=[CH:31][CH:32]=2)=[CH:23][CH:22]=1, predict the reactants needed to synthesize it. The reactants are: CC(C)=[O:3].OS(O)(=O)=O.O=[Cr](=O)=O.OS(O)(=O)=O.O.[F:20][C:21]1[CH:26]=[CH:25][C:24]([C:27]2[CH:32]=[CH:31][C:30]([C@@H:33]([N:35]3[CH2:40][CH2:39][C@:38]([CH2:47][CH2:48][CH2:49][OH:50])([C:41]4[CH:46]=[CH:45][CH:44]=[CH:43][CH:42]=4)[O:37][C:36]3=[O:51])[CH3:34])=[CH:29][CH:28]=2)=[CH:23][CH:22]=1.